The task is: Predict the reaction yield, written as a fraction of the theoretical maximum amount of product (1.0 means a 100% yield; for example, 0.34 means a 34% yield).. This data is from Reaction yield outcomes from USPTO patents with 853,638 reactions. (1) The reactants are [O:1]1[C:5]2[CH:6]=[CH:7][CH:8]=[CH:9][C:4]=2[N:3]=[C:2]1[NH:10][C:11]1[CH:16]=[CH:15][C:14]([CH2:17][C:18]([O:20]CC)=[O:19])=[CH:13][C:12]=1[Cl:23].[OH-].[Na+]. The catalyst is C1COCC1. The product is [O:1]1[C:5]2[CH:6]=[CH:7][CH:8]=[CH:9][C:4]=2[N:3]=[C:2]1[NH:10][C:11]1[CH:16]=[CH:15][C:14]([CH2:17][C:18]([OH:20])=[O:19])=[CH:13][C:12]=1[Cl:23]. The yield is 0.800. (2) The reactants are C1(C)C=CC=CC=1.[C:8](Cl)(Cl)=[O:9].[NH2:12][C:13]1[CH:14]=[C:15]([C:20]2[N:21]=[CH:22][N:23]([C:25]([N:27]([CH:29]3[CH2:33][CH2:32][CH2:31][CH2:30]3)[CH3:28])=[O:26])[CH:24]=2)[CH:16]=[CH:17][C:18]=1[OH:19].O. The catalyst is ClCCl.ClCCl.C(O)(C)C. The product is [CH:29]1([N:27]([CH3:28])[C:25]([N:23]2[CH:24]=[C:20]([C:15]3[CH:16]=[CH:17][C:18]4[O:19][C:8](=[O:9])[NH:12][C:13]=4[CH:14]=3)[N:21]=[CH:22]2)=[O:26])[CH2:30][CH2:31][CH2:32][CH2:33]1. The yield is 0.300. (3) The reactants are [CH3:1][O:2][C:3]1[C:4](C(O)=O)=[CH:5][C:6]2[C:11]([CH:12]=1)=[CH:10][CH:9]=[CH:8][CH:7]=2.CC[N:18]([CH2:21]C)CC.C1C=CC(P(N=[N+]=[N-])(C2C=CC=CC=2)=[O:30])=CC=1.[CH2:40]([OH:47])[C:41]1[CH:46]=[CH:45][CH:44]=[CH:43][CH:42]=1. The catalyst is C1(C)C=CC=CC=1. The product is [C:21]([NH:18][C:5]1[C:6]2[C:11](=[CH:10][CH:9]=[CH:8][CH:7]=2)[CH:12]=[C:3]([O:2][CH3:1])[CH:4]=1)([O:47][CH2:40][C:41]1[CH:46]=[CH:45][CH:44]=[CH:43][CH:42]=1)=[O:30]. The yield is 1.00. (4) The catalyst is ClCCl.O=[Mn]=O. The yield is 0.560. The product is [CH:1]1([NH:6][C:7]2[C:12]([CH:13]=[O:14])=[CH:11][N:10]=[C:9]([S:15][CH3:16])[N:8]=2)[CH2:2][CH2:3][CH2:4][CH2:5]1. The reactants are [CH:1]1([NH:6][C:7]2[C:12]([CH2:13][OH:14])=[CH:11][N:10]=[C:9]([S:15][CH3:16])[N:8]=2)[CH2:5][CH2:4][CH2:3][CH2:2]1. (5) The reactants are I[C:2]1[CH:17]=[CH:16][CH:15]=[CH:14][C:3]=1[C:4]([NH:6][CH2:7][CH2:8][N:9]([CH2:12][CH3:13])[CH2:10][CH3:11])=[O:5].[F:18][C:19]([F:29])([F:28])[O:20][C:21]1[CH:27]=[CH:26][C:24]([NH2:25])=[CH:23][CH:22]=1.N1CCC[C@H]1C(O)=O.C([O-])([O-])=O.[K+].[K+]. The catalyst is CS(C)=O.[Cu]I. The product is [CH2:10]([N:9]([CH2:12][CH3:13])[CH2:8][CH2:7][NH:6][C:4](=[O:5])[C:3]1[CH:14]=[CH:15][CH:16]=[CH:17][C:2]=1[NH:25][C:24]1[CH:26]=[CH:27][C:21]([O:20][C:19]([F:18])([F:28])[F:29])=[CH:22][CH:23]=1)[CH3:11]. The yield is 0.370. (6) The reactants are C[Al](C)C.[CH3:5][O:6][C:7]1[CH:8]=[C:9]([CH2:15][CH2:16][C:17]2[CH:18]=[C:19]([NH2:22])[NH:20][N:21]=2)[CH:10]=[C:11]([O:13][CH3:14])[CH:12]=1.[CH3:23][C@H:24]1[N:29]([CH3:30])[C@@H:28]([CH3:31])[CH2:27][N:26]([C:32]2[N:37]=[CH:36][C:35]([C:38](OC)=[O:39])=[CH:34][N:33]=2)[CH2:25]1.Cl. The catalyst is C1(C)C=CC=CC=1.CO. The product is [CH3:14][O:13][C:11]1[CH:10]=[C:9]([CH2:15][CH2:16][C:17]2[CH:18]=[C:19]([NH:22][C:38]([C:35]3[CH:36]=[N:37][C:32]([N:26]4[CH2:27][C@H:28]([CH3:31])[N:29]([CH3:30])[C@H:24]([CH3:23])[CH2:25]4)=[N:33][CH:34]=3)=[O:39])[NH:20][N:21]=2)[CH:8]=[C:7]([O:6][CH3:5])[CH:12]=1. The yield is 0.390. (7) The reactants are Br[C:2]1[CH:8]=[CH:7][C:5]([NH2:6])=[C:4]([CH3:9])[CH:3]=1.[CH3:10][N:11]1[CH:15]=[C:14](B2OC(C)(C)C(C)(C)O2)[CH:13]=[N:12]1.C(=O)([O-])[O-].[Na+].[Na+]. The catalyst is CCO.C1(C)C=CC=CC=1.O.CCOC(C)=O.C1C=CC([P]([Pd]([P](C2C=CC=CC=2)(C2C=CC=CC=2)C2C=CC=CC=2)([P](C2C=CC=CC=2)(C2C=CC=CC=2)C2C=CC=CC=2)[P](C2C=CC=CC=2)(C2C=CC=CC=2)C2C=CC=CC=2)(C2C=CC=CC=2)C2C=CC=CC=2)=CC=1. The product is [CH3:9][C:4]1[CH:3]=[C:2]([C:14]2[CH:13]=[N:12][N:11]([CH3:10])[CH:15]=2)[CH:8]=[CH:7][C:5]=1[NH2:6]. The yield is 0.210.